This data is from Forward reaction prediction with 1.9M reactions from USPTO patents (1976-2016). The task is: Predict the product of the given reaction. Given the reactants [CH2:1]([N:3]1[C:7]2=[N:8][C:9]([CH2:49][CH3:50])=[C:10]([CH2:19][NH:20][C:21]([C:23]3[CH:28]=[CH:27][CH:26]=[C:25]([C:29]([NH:31][CH2:32][C:33]4[CH:34]=[C:35]([C:41]5[CH:46]=[CH:45][CH:44]=[C:43]([CH:47]=O)[CH:42]=5)[C:36]([O:39][CH3:40])=[CH:37][CH:38]=4)=[O:30])[N:24]=3)=[O:22])[C:11]([NH:12][CH:13]3[CH2:18][CH2:17][O:16][CH2:15][CH2:14]3)=[C:6]2[CH:5]=[N:4]1)[CH3:2].[NH:51]1[CH2:56][CH2:55][NH:54][CH2:53][CH2:52]1.C(O)(=O)C, predict the reaction product. The product is: [CH2:1]([N:3]1[C:7]2=[N:8][C:9]([CH2:49][CH3:50])=[C:10]([CH2:19][NH:20][C:21]([C:23]3[CH:28]=[CH:27][CH:26]=[C:25]([C:29]([NH:31][CH2:32][C:33]4[CH:34]=[C:35]([C:41]5[CH:46]=[CH:45][CH:44]=[C:43]([CH2:47][N:51]6[CH2:56][CH2:55][NH:54][CH2:53][CH2:52]6)[CH:42]=5)[C:36]([O:39][CH3:40])=[CH:37][CH:38]=4)=[O:30])[N:24]=3)=[O:22])[C:11]([NH:12][CH:13]3[CH2:18][CH2:17][O:16][CH2:15][CH2:14]3)=[C:6]2[CH:5]=[N:4]1)[CH3:2].